From a dataset of Forward reaction prediction with 1.9M reactions from USPTO patents (1976-2016). Predict the product of the given reaction. (1) Given the reactants [NH2:1][C:2]1[CH:3]=[CH:4][C:5]([CH3:13])=[C:6]2[C:10]=1[NH:9][CH:8]=[C:7]2[C:11]#[N:12].N1C=CC=CC=1.[C:20]([C:22]1[CH:23]=[C:24]([S:28](Cl)(=[O:30])=[O:29])[CH:25]=[CH:26][CH:27]=1)#[N:21], predict the reaction product. The product is: [C:11]([C:7]1[C:6]2[C:10](=[C:2]([NH:1][S:28]([C:24]3[CH:25]=[CH:26][CH:27]=[C:22]([C:20]#[N:21])[CH:23]=3)(=[O:30])=[O:29])[CH:3]=[CH:4][C:5]=2[CH3:13])[NH:9][CH:8]=1)#[N:12]. (2) Given the reactants [CH2:1]([O:8][C:9](=[O:30])[C@@H:10]1[CH2:14][CH2:13][CH2:12][N:11]1[C:15](=[O:29])[CH:16]([CH:25]([CH2:27][CH3:28])[CH3:26])[NH:17]C(OC(C)(C)C)=O)[C:2]1[CH:7]=[CH:6][CH:5]=[CH:4][CH:3]=1.[ClH:31].C(OCC)(=O)C, predict the reaction product. The product is: [ClH:31].[CH2:1]([O:8][C:9](=[O:30])[C@@H:10]1[CH2:14][CH2:13][CH2:12][N:11]1[C:15](=[O:29])[CH:16]([CH:25]([CH2:27][CH3:28])[CH3:26])[NH2:17])[C:2]1[CH:7]=[CH:6][CH:5]=[CH:4][CH:3]=1. (3) Given the reactants [C:1]1([CH2:7][CH2:8][C:9]([NH2:11])=[O:10])[CH:6]=[CH:5][CH:4]=[CH:3][CH:2]=1.[CH3:12][C:13]([CH:16]=O)([CH3:15])[CH3:14].[NH:18]1[C:22]2[CH:23]=[CH:24][CH:25]=[CH:26][C:21]=2[N:20]=[N:19]1.C1(C)C=CC(S(O)(=O)=O)=CC=1, predict the reaction product. The product is: [N:18]1([CH:16]([NH:11][C:9](=[O:10])[CH2:8][CH2:7][C:1]2[CH:6]=[CH:5][CH:4]=[CH:3][CH:2]=2)[C:13]([CH3:14])([CH3:15])[CH3:12])[C:22]2[CH:23]=[CH:24][CH:25]=[CH:26][C:21]=2[N:20]=[N:19]1.